From a dataset of Full USPTO retrosynthesis dataset with 1.9M reactions from patents (1976-2016). Predict the reactants needed to synthesize the given product. (1) The reactants are: [Cl:1][C:2]1[C:3]([C:10]([OH:12])=[O:11])=[N:4][N:5]([CH3:9])[C:6](=[O:8])[CH:7]=1.Cl.[CH3:14]COC(C)=O. Given the product [Cl:1][C:2]1[C:3]([C:10]([O:12][CH3:14])=[O:11])=[N:4][N:5]([CH3:9])[C:6](=[O:8])[CH:7]=1, predict the reactants needed to synthesize it. (2) The reactants are: C(O)[C@H]1O[C@@H]2O[C@H]3[C@H](O)[C@@H](O)[C@@H](O[C@H]4[C@H](O)[C@@H](O)[C@@H](O[C@H]5[C@H](O)[C@@H](O)[C@@H](O[C@H]6[C@H](O)[C@@H](O)[C@@H](O[C@H]7[C@H](O)[C@@H](O)[C@@H](O[C@H]8[C@H](O)[C@@H](O)[C@@H](O[C@H]1[C@H](O)[C@H]2O)O[C@@H]8CO)O[C@@H]7CO)O[C@@H]6CO)O[C@@H]5CO)O[C@@H]4CO)O[C@@H]3CO.[Cl:78][C:79]1[CH:84]=[C:83]([Cl:85])[CH:82]=[CH:81][C:80]=1[C:86](=O)[CH2:87][C:88]#[N:89].C1C(=O)N(Br)C(=O)C1.[NH2:99][C:100]([NH2:102])=[S:101]. Given the product [NH2:102][C:100]1[S:101][C:87]([C:88]#[N:89])=[C:86]([C:80]2[CH:81]=[CH:82][C:83]([Cl:85])=[CH:84][C:79]=2[Cl:78])[N:99]=1, predict the reactants needed to synthesize it. (3) Given the product [CH2:1]([C:3]([C:13]1[C:21]2[C:16](=[C:17]([NH:22][S:25]([CH3:24])(=[O:27])=[O:26])[CH:18]=[CH:19][CH:20]=2)[N:15]([CH3:23])[CH:14]=1)([C:6]1[CH:7]=[CH:8][C:9]([F:12])=[CH:10][CH:11]=1)[CH2:4][CH3:5])[CH3:2], predict the reactants needed to synthesize it. The reactants are: [CH2:1]([C:3]([C:13]1[C:21]2[C:16](=[C:17]([NH2:22])[CH:18]=[CH:19][CH:20]=2)[N:15]([CH3:23])[CH:14]=1)([C:6]1[CH:11]=[CH:10][C:9]([F:12])=[CH:8][CH:7]=1)[CH2:4][CH3:5])[CH3:2].[CH3:24][S:25](Cl)(=[O:27])=[O:26].N1C=CC=CC=1.C(=O)(O)[O-].[Na+]. (4) The reactants are: C(N1C(C2CCN(C3COC3)CC2)=CC(C2C=C(C(F)(F)F)C(N)=NC=2)=N1)(C)C.I[C:31]1[CH:35]=[C:34]([CH:36]2[CH2:41][CH2:40][N:39]([CH:42]3[CH2:45][O:44][CH2:43]3)[CH2:38][CH2:37]2)[N:33]([CH3:46])[N:32]=1.[F:47][C:48]([F:68])([F:67])[C:49]1[C:57]2[C:52](=[N:53][CH:54]=[C:55](B3OC(C)(C)C(C)(C)O3)[CH:56]=2)[NH:51][CH:50]=1. Given the product [CH3:46][N:33]1[C:34]([CH:36]2[CH2:41][CH2:40][N:39]([CH:42]3[CH2:45][O:44][CH2:43]3)[CH2:38][CH2:37]2)=[CH:35][C:31]([C:55]2[CH:56]=[C:57]3[C:49]([C:48]([F:67])([F:68])[F:47])=[CH:50][NH:51][C:52]3=[N:53][CH:54]=2)=[N:32]1, predict the reactants needed to synthesize it. (5) Given the product [Cl:31][C:3]1[N:4]=[C:5]([NH:17][CH2:18][C@H:19]2[CH2:23][CH2:22][CH2:21][N:20]2[C:24]([O:26][C:27]([CH3:30])([CH3:29])[CH3:28])=[O:25])[C:6]([Cl:8])=[CH:7][N:2]=1, predict the reactants needed to synthesize it. The reactants are: Cl[N:2]1[CH:7]=[C:6]([Cl:8])[CH2:5][N:4](Cl)[CH2:3]1.C(NC(C)C)(C)C.[NH2:17][CH2:18][C@H:19]1[CH2:23][CH2:22][CH2:21][N:20]1[C:24]([O:26][C:27]([CH3:30])([CH3:29])[CH3:28])=[O:25].[ClH:31]. (6) Given the product [OH:8][CH2:9][CH2:10][O:11][CH2:12][CH2:13][O:14][CH2:15][CH2:16][O:17][CH2:18][CH2:19][O:20][CH2:21][CH2:22][O:23][CH2:24][C:25]([O:28][CH2:29][C@H:30]1[O:34][C:33](=[O:35])[N:32]([C:36]2[CH:45]=[C:44]3[C:39]([CH:40]=[C:41]([C:47]4[CH:52]=[CH:51][CH:50]=[CH:49][C:48]=4[C:53]([F:55])([F:54])[F:56])[NH:42][C:43]3=[O:46])=[CH:38][CH:37]=2)[CH2:31]1)=[O:26], predict the reactants needed to synthesize it. The reactants are: C([O:8][CH2:9][CH2:10][O:11][CH2:12][CH2:13][O:14][CH2:15][CH2:16][O:17][CH2:18][CH2:19][O:20][CH2:21][CH2:22][O:23][CH2:24][C:25](O)=[O:26])C1C=CC=CC=1.[OH:28][CH2:29][C@H:30]1[O:34][C:33](=[O:35])[N:32]([C:36]2[CH:45]=[C:44]3[C:39]([CH:40]=[C:41]([C:47]4[CH:52]=[CH:51][CH:50]=[CH:49][C:48]=4[C:53]([F:56])([F:55])[F:54])[NH:42][C:43]3=[O:46])=[CH:38][CH:37]=2)[CH2:31]1.[H][H]. (7) Given the product [Br:13][CH2:12][C:10]1[C:5]([C:6]([O:8][CH3:9])=[O:7])=[CH:4][N:3]=[C:2]([Cl:1])[CH:11]=1, predict the reactants needed to synthesize it. The reactants are: [Cl:1][C:2]1[CH:11]=[C:10]([CH3:12])[C:5]([C:6]([O:8][CH3:9])=[O:7])=[CH:4][N:3]=1.[Br:13]N1C(=O)CCC1=O.C(OOC(=O)C1C=CC=CC=1)(=O)C1C=CC=CC=1. (8) Given the product [NH2:3][CH2:12][CH:13]1[CH2:18][CH2:17][CH2:16][CH:15]([NH:19][C:20](=[O:26])[O:21][C:22]([CH3:24])([CH3:23])[CH3:25])[CH2:14]1, predict the reactants needed to synthesize it. The reactants are: O=C1C2C(=CC=CC=2)C(=O)[N:3]1[CH2:12][CH:13]1[CH2:18][CH2:17][CH2:16][CH:15]([NH:19][C:20](=[O:26])[O:21][C:22]([CH3:25])([CH3:24])[CH3:23])[CH2:14]1.O.NN. (9) Given the product [CH3:1][C:2]1([CH3:24])[O:7][CH2:6][CH:5]([N:8]2[C:17](=[O:18])[CH2:16][NH:15][C:14]3[CH:13]=[CH:12][C:11]([O:22][CH3:23])=[N:10][C:9]2=3)[CH2:4][O:3]1, predict the reactants needed to synthesize it. The reactants are: [CH3:1][C:2]1([CH3:24])[O:7][CH2:6][CH:5]([NH:8][C:9]2[C:14]([NH:15][CH2:16][C:17](OCC)=[O:18])=[CH:13][CH:12]=[C:11]([O:22][CH3:23])[N:10]=2)[CH2:4][O:3]1.[H-].[Na+].[NH4+].[Cl-].